Dataset: NCI-60 drug combinations with 297,098 pairs across 59 cell lines. Task: Regression. Given two drug SMILES strings and cell line genomic features, predict the synergy score measuring deviation from expected non-interaction effect. (1) Drug 1: C1=CC(=CC=C1CC(C(=O)O)N)N(CCCl)CCCl.Cl. Drug 2: C1=CC(=CC=C1C#N)C(C2=CC=C(C=C2)C#N)N3C=NC=N3. Cell line: HT29. Synergy scores: CSS=4.30, Synergy_ZIP=-0.683, Synergy_Bliss=-0.465, Synergy_Loewe=-7.19, Synergy_HSA=-5.36. (2) Drug 1: C1=C(C(=O)NC(=O)N1)F. Drug 2: CC1=CC=C(C=C1)C2=CC(=NN2C3=CC=C(C=C3)S(=O)(=O)N)C(F)(F)F. Cell line: HOP-92. Synergy scores: CSS=12.7, Synergy_ZIP=-9.03, Synergy_Bliss=-11.2, Synergy_Loewe=-9.36, Synergy_HSA=-8.18. (3) Drug 1: CC1=CC2C(CCC3(C2CCC3(C(=O)C)OC(=O)C)C)C4(C1=CC(=O)CC4)C. Drug 2: C1CC(C1)(C(=O)O)C(=O)O.[NH2-].[NH2-].[Pt+2]. Cell line: SK-MEL-2. Synergy scores: CSS=24.0, Synergy_ZIP=-6.14, Synergy_Bliss=2.15, Synergy_Loewe=-8.33, Synergy_HSA=-0.0191. (4) Drug 1: CC1=C(N=C(N=C1N)C(CC(=O)N)NCC(C(=O)N)N)C(=O)NC(C(C2=CN=CN2)OC3C(C(C(C(O3)CO)O)O)OC4C(C(C(C(O4)CO)O)OC(=O)N)O)C(=O)NC(C)C(C(C)C(=O)NC(C(C)O)C(=O)NCCC5=NC(=CS5)C6=NC(=CS6)C(=O)NCCC[S+](C)C)O. Drug 2: C#CCC(CC1=CN=C2C(=N1)C(=NC(=N2)N)N)C3=CC=C(C=C3)C(=O)NC(CCC(=O)O)C(=O)O. Cell line: OVCAR3. Synergy scores: CSS=20.5, Synergy_ZIP=-3.55, Synergy_Bliss=-1.08, Synergy_Loewe=-2.76, Synergy_HSA=-2.77. (5) Drug 1: CCN(CC)CCCC(C)NC1=C2C=C(C=CC2=NC3=C1C=CC(=C3)Cl)OC. Drug 2: CC1=C(C(=O)C2=C(C1=O)N3CC4C(C3(C2COC(=O)N)OC)N4)N. Cell line: HS 578T. Synergy scores: CSS=11.6, Synergy_ZIP=-5.70, Synergy_Bliss=1.38, Synergy_Loewe=0.280, Synergy_HSA=2.52. (6) Synergy scores: CSS=31.3, Synergy_ZIP=0.839, Synergy_Bliss=-0.786, Synergy_Loewe=-20.4, Synergy_HSA=0.210. Drug 1: C1=C(C(=O)NC(=O)N1)F. Drug 2: C(=O)(N)NO. Cell line: SNB-19.